From a dataset of Full USPTO retrosynthesis dataset with 1.9M reactions from patents (1976-2016). Predict the reactants needed to synthesize the given product. (1) Given the product [C:28]([NH:31][C:24]([C:23]1[CH:22]=[N:21][N:18]2[CH:19]=[CH:20][C:15]([N:11]3[CH2:12][CH2:13][CH2:14][C@@H:10]3[C:4]3[C:5](=[O:9])[N:6]([CH3:8])[CH:7]=[C:2]([F:1])[CH:3]=3)=[N:16][C:17]=12)=[O:26])([CH3:30])([CH3:29])[CH3:27], predict the reactants needed to synthesize it. The reactants are: [F:1][C:2]1[CH:3]=[C:4]([C@H:10]2[CH2:14][CH2:13][CH2:12][N:11]2[C:15]2[CH:20]=[CH:19][N:18]3[N:21]=[CH:22][C:23]([C:24]([OH:26])=O)=[C:17]3[N:16]=2)[C:5](=[O:9])[N:6]([CH3:8])[CH:7]=1.[CH3:27][C:28]([NH2:31])([CH3:30])[CH3:29]. (2) Given the product [N:5]([C:6]1[CH:11]=[C:10]([F:12])[C:9]([N:13]2[CH2:14][CH2:15][C:16](=[O:19])[CH2:17][CH2:18]2)=[C:8]([F:20])[CH:7]=1)=[N+:21]=[N-:22], predict the reactants needed to synthesize it. The reactants are: N([O-])=O.[Na+].[NH2:5][C:6]1[CH:11]=[C:10]([F:12])[C:9]([N:13]2[CH2:18][CH2:17][C:16](=[O:19])[CH2:15][CH2:14]2)=[C:8]([F:20])[CH:7]=1.[N-:21]=[N+:22]=[N-].[Na+].C([O-])(=O)C.[Na+]. (3) Given the product [ClH:71].[O:36]=[C:37]1[C:46]2[CH:47]=[N:48][NH:49][C:45]=2[C:44]2[CH:43]=[CH:42][C:41]([C:56]3[CH:61]=[CH:60][N:3]=[CH:2][C:57]=3[NH:62][C:63](=[O:65])[CH3:64])=[CH:40][C:39]=2[N:38]1[CH2:66][C:67]([F:68])([F:69])[F:70], predict the reactants needed to synthesize it. The reactants are: O=[C:2]1C2C=NN(C3CCCCO3)C=2C2C=CC(C3C(NC(=O)C)=NC=CC=3)=CC=2[N:3]1CC(F)(F)F.[O:36]=[C:37]1[C:46]2[CH2:47][N:48](C3CCCCO3)[NH:49][C:45]=2[C:44]2[CH:43]=[CH:42][C:41]([C:56]3[C:57]([NH:62][C:63](=[O:65])[CH3:64])=NC=[CH:60][CH:61]=3)=[CH:40][C:39]=2[N:38]1[CH2:66][C:67]([F:70])([F:69])[F:68].[ClH:71]. (4) Given the product [NH2:16][C:14]1[N:15]=[C:10]([CH2:9][CH2:8][O:7][C:6]2[CH:24]=[CH:25][C:3]([N:2]([CH3:1])[C:26]([C:28]3[C:29]([C:34]4[CH:35]=[CH:36][C:37]([C:40]([F:43])([F:41])[F:42])=[CH:38][CH:39]=4)=[CH:30][CH:31]=[CH:32][CH:33]=3)=[O:27])=[CH:4][CH:5]=2)[CH:11]=[CH:12][CH:13]=1, predict the reactants needed to synthesize it. The reactants are: [CH3:1][N:2]([C:26]([C:28]1[CH:33]=[CH:32][CH:31]=[CH:30][C:29]=1[C:34]1[CH:39]=[CH:38][C:37]([C:40]([F:43])([F:42])[F:41])=[CH:36][CH:35]=1)=[O:27])[C:3]1[CH:25]=[CH:24][C:6]([O:7][CH2:8][CH2:9][C:10]2[N:15]=[C:14]([NH:16]C(=O)OC(C)(C)C)[CH:13]=[CH:12][CH:11]=2)=[CH:5][CH:4]=1.FC(F)(F)C(O)=O. (5) Given the product [CH2:54]([O:40][C:39]([C:6]1[C:7](=[O:38])[C:8]2[C:13](=[CH:12][C:11]([N:14]3[CH2:15][CH2:16][CH:17]([CH2:20][O:21][C:22]4[CH:27]=[CH:26][C:25]([N:28]5[CH2:32][C@H:31]([CH2:33][OH:34])[O:30][C:29]5=[O:35])=[CH:24][C:23]=4[F:36])[CH2:18][CH2:19]3)=[C:10]([F:37])[CH:9]=2)[N:4]([CH:1]2[CH2:3][CH2:2]2)[CH:5]=1)=[O:41])[C:51]1[CH:52]=[CH:53][CH:48]=[CH:49][CH:50]=1, predict the reactants needed to synthesize it. The reactants are: [CH:1]1([N:4]2[C:13]3[C:8](=[CH:9][C:10]([F:37])=[C:11]([N:14]4[CH2:19][CH2:18][CH:17]([CH2:20][O:21][C:22]5[CH:27]=[CH:26][C:25]([N:28]6[CH2:32][C@H:31]([CH2:33][OH:34])[O:30][C:29]6=[O:35])=[CH:24][C:23]=5[F:36])[CH2:16][CH2:15]4)[CH:12]=3)[C:7](=[O:38])[C:6]([C:39]([OH:41])=[O:40])=[CH:5]2)[CH2:3][CH2:2]1.C([O-])([O-])=O.[K+].[K+].[CH:48]1[CH:53]=[CH:52][C:51]([CH2:54]Br)=[CH:50][CH:49]=1. (6) The reactants are: [C:1]([N:5]([C:7](=[O:16])[C:8]1[CH:13]=[C:12]([CH3:14])[CH:11]=[C:10]([CH3:15])[CH:9]=1)[NH2:6])([CH3:4])([CH3:3])[CH3:2].C([O-])([O-])=O.[K+].[K+].[Br:23][CH:24]([Br:43])[C:25]1[CH:33]=[CH:32][C:28]([C:29](Cl)=[O:30])=[CH:27][C:26]=1[B:34]1[O:38][C:37]([CH3:40])([CH3:39])[C:36]([CH3:42])([CH3:41])[O:35]1. Given the product [C:1]([N:5]([C:7](=[O:16])[C:8]1[CH:9]=[C:10]([CH3:15])[CH:11]=[C:12]([CH3:14])[CH:13]=1)[NH:6][C:29](=[O:30])[C:28]1[CH:32]=[CH:33][C:25]([CH:24]([Br:23])[Br:43])=[C:26]([B:34]2[O:38][C:37]([CH3:39])([CH3:40])[C:36]([CH3:42])([CH3:41])[O:35]2)[CH:27]=1)([CH3:4])([CH3:3])[CH3:2], predict the reactants needed to synthesize it. (7) Given the product [NH2:1][C:2]1[C:3]([C:40]2[CH:39]=[C:38]([CH:43]=[CH:42][CH:41]=2)[C:37]([NH:36][C:32]2[CH:33]=[CH:34][CH:35]=[C:30]([OH:29])[CH:31]=2)=[O:53])=[C:4]([NH:8][C@H:9]([C:11]2[N:16]([C:17]3[CH:22]=[CH:21][CH:20]=[CH:19][CH:18]=3)[C:15](=[O:23])[C:14]3=[C:24]([CH3:27])[CH:25]=[CH:26][N:13]3[N:12]=2)[CH3:10])[N:5]=[CH:6][N:7]=1, predict the reactants needed to synthesize it. The reactants are: [NH2:1][C:2]1[N:7]=[CH:6][N:5]=[C:4]([NH:8][C@H:9]([C:11]2[N:16]([C:17]3[CH:22]=[CH:21][CH:20]=[CH:19][CH:18]=3)[C:15](=[O:23])[C:14]3=[C:24]([CH3:27])[CH:25]=[CH:26][N:13]3[N:12]=2)[CH3:10])[C:3]=1Br.[OH:29][C:30]1[CH:31]=[C:32]([NH:36][C:37](=[O:53])[C:38]2[CH:43]=[CH:42][CH:41]=[C:40](B3OC(C)(C)C(C)(C)O3)[CH:39]=2)[CH:33]=[CH:34][CH:35]=1.C(=O)([O-])[O-].[Na+].[Na+].